This data is from Reaction yield outcomes from USPTO patents with 853,638 reactions. The task is: Predict the reaction yield, written as a fraction of the theoretical maximum amount of product (1.0 means a 100% yield; for example, 0.34 means a 34% yield). The reactants are [OH-].[Li+].[CH3:3][C:4]1[N:5]=[C:6]([C:32]2[CH:37]=[CH:36][C:35]([C:38]([F:41])([F:40])[F:39])=[CH:34][CH:33]=2)[S:7][C:8]=1[C:9]([NH:11][CH2:12][CH2:13][C:14]1[CH:31]=[CH:30][C:17]([O:18][CH2:19][C:20]2[CH:29]=[CH:28][CH:27]=[CH:26][C:21]=2[C:22]([O:24]C)=[O:23])=[CH:16][CH:15]=1)=[O:10]. The catalyst is O.C1COCC1. The product is [CH3:3][C:4]1[N:5]=[C:6]([C:32]2[CH:37]=[CH:36][C:35]([C:38]([F:41])([F:39])[F:40])=[CH:34][CH:33]=2)[S:7][C:8]=1[C:9]([NH:11][CH2:12][CH2:13][C:14]1[CH:31]=[CH:30][C:17]([O:18][CH2:19][C:20]2[CH:29]=[CH:28][CH:27]=[CH:26][C:21]=2[C:22]([OH:24])=[O:23])=[CH:16][CH:15]=1)=[O:10]. The yield is 0.850.